This data is from Reaction yield outcomes from USPTO patents with 853,638 reactions. The task is: Predict the reaction yield, written as a fraction of the theoretical maximum amount of product (1.0 means a 100% yield; for example, 0.34 means a 34% yield). (1) The reactants are [C:1]([C:4]1[CH:9]=[CH:8][C:7]([C:10]2[N:15]=[C:14]([NH:16][CH2:17][C:18]3[CH:23]=[CH:22][C:21]([O:24][CH3:25])=[C:20]([O:26][CH3:27])[CH:19]=3)[N:13]3[N:28]=[C:29]([C:31]4[O:32][CH:33]=[CH:34][CH:35]=4)[N:30]=[C:12]3[CH:11]=2)=[CH:6][CH:5]=1)([OH:3])=[O:2].[C:36](Cl)(=O)C(Cl)=O. The catalyst is ClCCl. The product is [CH3:27][O:26][C:20]1[CH:19]=[C:18]([CH:23]=[CH:22][C:21]=1[O:24][CH3:25])[CH2:17][NH:16][C:14]1[N:13]2[N:28]=[C:29]([C:31]3[O:32][CH:33]=[CH:34][CH:35]=3)[N:30]=[C:12]2[CH:11]=[C:10]([C:7]2[CH:6]=[CH:5][C:4]([C:1]([O:3][CH3:36])=[O:2])=[CH:9][CH:8]=2)[N:15]=1. The yield is 0.960. (2) The reactants are O[CH2:2][CH2:3][N:4]1[C:12]2[CH:11]=[CH:10][CH:9]=[CH:8][C:7]=2[C:6]2[CH2:13][CH2:14][N:15]([C:18]([O:20][C:21]([CH3:24])([CH3:23])[CH3:22])=[O:19])[CH2:16][CH2:17][C:5]1=2.CS(Cl)(=O)=O.[C:30]1([SH:36])[CH:35]=[CH:34][CH:33]=[CH:32][CH:31]=1.[OH-].[K+]. The catalyst is C(Cl)Cl.CN(C=O)C.C(N(CC)CC)C. The product is [C:30]1([S:36][CH2:2][CH2:3][N:4]2[C:12]3[CH:11]=[CH:10][CH:9]=[CH:8][C:7]=3[C:6]3[CH2:13][CH2:14][N:15]([C:18]([O:20][C:21]([CH3:24])([CH3:23])[CH3:22])=[O:19])[CH2:16][CH2:17][C:5]2=3)[CH:35]=[CH:34][CH:33]=[CH:32][CH:31]=1. The yield is 0.280.